Dataset: Catalyst prediction with 721,799 reactions and 888 catalyst types from USPTO. Task: Predict which catalyst facilitates the given reaction. (1) Reactant: [CH:1]1([N:4]([CH:16]([C:20]([NH:22][CH2:23][C:24]2[CH:29]=[CH:28][C:27]([Cl:30])=[CH:26][C:25]=2[Cl:31])=[O:21])[C:17](=O)[CH3:18])[C:5](=[O:15])[CH2:6]P(=O)(OCC)OCC)[CH2:3][CH2:2]1.[Cl-].[Li+].C(N(CC)CC)C. Product: [CH:1]1([N:4]2[C:5](=[O:15])[CH:6]=[C:17]([CH3:18])[CH:16]2[C:20]([NH:22][CH2:23][C:24]2[CH:29]=[CH:28][C:27]([Cl:30])=[CH:26][C:25]=2[Cl:31])=[O:21])[CH2:3][CH2:2]1. The catalyst class is: 7. (2) Reactant: [CH:1]1([NH:4][C:5](=[O:10])[CH2:6][NH2+:7][CH2:8][CH3:9])[CH2:3][CH2:2]1.[Cl-].[O:12]1[CH2:17][CH2:16][CH:15]([CH:18]2[CH2:30][C:29]3[C:28]4[C:23](=[CH:24][CH:25]=[C:26]([C:31](O)=[O:32])[CH:27]=4)[NH:22][C:21]=3[CH2:20][CH2:19]2)[CH2:14][CH2:13]1.CCN(C(C)C)C(C)C.CN(C(ON1N=NC2C=CC=NC1=2)=[N+](C)C)C.F[P-](F)(F)(F)(F)F. Product: [CH:1]1([NH:4][C:5](=[O:10])[CH2:6][N:7]([CH2:8][CH3:9])[C:31]([C:26]2[CH:27]=[C:28]3[C:23](=[CH:24][CH:25]=2)[NH:22][C:21]2[CH2:29][CH2:30][CH:18]([CH:15]4[CH2:14][CH2:13][O:12][CH2:17][CH2:16]4)[CH2:19][C:20]3=2)=[O:32])[CH2:3][CH2:2]1. The catalyst class is: 3.